Predict the reactants needed to synthesize the given product. From a dataset of Full USPTO retrosynthesis dataset with 1.9M reactions from patents (1976-2016). (1) Given the product [C:2]1([C:23]2[CH:28]=[CH:27][CH:26]=[CH:25][CH:24]=2)[CH:7]=[CH:6][CH:5]=[CH:4][C:3]=1[N:8]1[C:16]2[CH:15]=[CH:14][C:13]([CH3:17])=[CH:12][C:11]=2[C:10]2[CH2:18][N:19]([CH3:22])[CH2:20][CH2:21][C:9]1=2, predict the reactants needed to synthesize it. The reactants are: Br[C:2]1[CH:7]=[CH:6][CH:5]=[CH:4][C:3]=1[N:8]1[C:16]2[CH:15]=[CH:14][C:13]([CH3:17])=[CH:12][C:11]=2[C:10]2[CH2:18][N:19]([CH3:22])[CH2:20][CH2:21][C:9]1=2.[C:23]1(B(O)O)[CH:28]=[CH:27][CH:26]=[CH:25][CH:24]=1.[O-]P([O-])([O-])=O.[K+].[K+].[K+]. (2) Given the product [Cl:27][C:28]1[CH:33]=[CH:32][C:31]([NH:34][C:35]([N:16]2[CH2:17][CH2:18][N:13]([C:4](=[N:3][C:1]#[N:2])[NH:5][C:6]3[CH:11]=[CH:10][CH:9]=[CH:8][C:7]=3[CH3:12])[CH2:14][CH:15]2[CH2:19][O:20][CH2:21][O:22][CH2:23][CH2:24][O:25][CH3:26])=[O:36])=[CH:30][CH:29]=1, predict the reactants needed to synthesize it. The reactants are: [C:1]([N:3]=[C:4]([N:13]1[CH2:18][CH2:17][NH:16][CH:15]([CH2:19][O:20][CH2:21][O:22][CH2:23][CH2:24][O:25][CH3:26])[CH2:14]1)[NH:5][C:6]1[CH:11]=[CH:10][CH:9]=[CH:8][C:7]=1[CH3:12])#[N:2].[Cl:27][C:28]1[CH:33]=[CH:32][C:31]([N:34]=[C:35]=[O:36])=[CH:30][CH:29]=1. (3) Given the product [Cl:1][C:2]1[C:3]([N:8]2[CH2:9][CH2:10][N:11]([CH2:20][C:18]3[CH:17]=[N:16][N:15]([CH3:14])[CH:19]=3)[CH2:12][CH2:13]2)=[N:4][CH:5]=[CH:6][N:7]=1, predict the reactants needed to synthesize it. The reactants are: [Cl:1][C:2]1[C:3]([N:8]2[CH2:13][CH2:12][NH:11][CH2:10][CH2:9]2)=[N:4][CH:5]=[CH:6][N:7]=1.[CH3:14][N:15]1[CH:19]=[C:18]([CH:20]=O)[CH:17]=[N:16]1.C(O[BH-](OC(=O)C)OC(=O)C)(=O)C.[Na+]. (4) Given the product [CH2:21]([O:23][C:24]1[CH:33]=[CH:32][C:31]2[C:26](=[CH:27][CH:28]=[CH:29][CH:30]=2)[C:25]=1[C:34]([N:17]1[CH2:16][CH:15]2[CH:19]([CH2:20][N:13]([C:9]3[N:8]=[C:7]([C:1]4[CH:2]=[CH:3][CH:4]=[CH:5][CH:6]=4)[CH:12]=[CH:11][N:10]=3)[CH2:14]2)[CH2:18]1)=[O:35])[CH3:22], predict the reactants needed to synthesize it. The reactants are: [C:1]1([C:7]2[CH:12]=[CH:11][N:10]=[C:9]([N:13]3[CH2:20][CH:19]4[CH:15]([CH2:16][NH:17][CH2:18]4)[CH2:14]3)[N:8]=2)[CH:6]=[CH:5][CH:4]=[CH:3][CH:2]=1.[CH2:21]([O:23][C:24]1[CH:33]=[CH:32][C:31]2[C:26](=[CH:27][CH:28]=[CH:29][CH:30]=2)[C:25]=1[C:34](O)=[O:35])[CH3:22]. (5) Given the product [C:1]([C:3]1[CH:4]=[C:5]([CH:38]=[CH:39][CH:40]=1)[CH2:6][N:7]([C:8]1[CH:16]=[CH:15][C:11]([C:12]([N:41]2[CH2:46][CH2:45][NH:44][CH2:43][CH2:42]2)=[O:14])=[CH:10][CH:9]=1)[CH:17]1[CH2:18][CH2:19][N:20]([CH:23]([CH3:37])[CH2:24][CH2:25][NH:26][C:27](=[O:36])[C:28]2[C:33]([CH3:34])=[CH:32][CH:31]=[CH:30][C:29]=2[CH3:35])[CH2:21][CH2:22]1)#[N:2], predict the reactants needed to synthesize it. The reactants are: [C:1]([C:3]1[CH:4]=[C:5]([CH:38]=[CH:39][CH:40]=1)[CH2:6][N:7]([CH:17]1[CH2:22][CH2:21][N:20]([CH:23]([CH3:37])[CH2:24][CH2:25][NH:26][C:27](=[O:36])[C:28]2[C:33]([CH3:34])=[CH:32][CH:31]=[CH:30][C:29]=2[CH3:35])[CH2:19][CH2:18]1)[C:8]1[CH:16]=[CH:15][C:11]([C:12]([OH:14])=O)=[CH:10][CH:9]=1)#[N:2].[NH:41]1[CH2:46][CH2:45][NH:44][CH2:43][CH2:42]1. (6) Given the product [C:1]1([S:7]([C:10]2[C:11](=[O:13])[N:24]3[CH:25]=[CH:26][CH:27]=[CH:28][C:23]3=[N:22][C:29]=2[S:17][CH3:15])(=[O:8])=[O:9])[CH:2]=[CH:3][CH:4]=[CH:5][CH:6]=1, predict the reactants needed to synthesize it. The reactants are: [C:1]1([S:7]([CH2:10][C:11]([O:13]C)=O)(=[O:9])=[O:8])[CH:6]=[CH:5][CH:4]=[CH:3][CH:2]=1.[C:15](=[S:17])=S.[H-].[Na+].IC.[NH2:22][C:23]1[CH:28]=[CH:27][CH:26]=[CH:25][N:24]=1.[C:29]([O-])([O-])=O.[K+].[K+]. (7) Given the product [CH2:7]([C:14]1[C:18]2[CH:19]=[CH:20][C:21](/[C:23](/[CH2:28][CH3:29])=[CH:24]\[CH2:25][N:26]3[C:5](=[O:6])[NH:4][C:2](=[O:3])[O:27]3)=[CH:22][C:17]=2[O:16][C:15]=1[CH2:30][CH3:31])[C:8]1[CH:9]=[CH:10][CH:11]=[CH:12][CH:13]=1, predict the reactants needed to synthesize it. The reactants are: Cl[C:2]([N:4]=[C:5]=[O:6])=[O:3].[CH2:7]([C:14]1[C:18]2[CH:19]=[CH:20][C:21](/[C:23](/[CH2:28][CH3:29])=[CH:24]\[CH2:25][NH:26][OH:27])=[CH:22][C:17]=2[O:16][C:15]=1[CH2:30][CH3:31])[C:8]1[CH:13]=[CH:12][CH:11]=[CH:10][CH:9]=1.Cl. (8) Given the product [ClH:1].[ClH:1].[N:11]1[CH:12]=[CH:13][CH:14]=[C:9]([C:7]2[C:6](=[CH:16][C:18]3[O:22][C:21]([C:23]4[CH:27]=[CH:26][S:25][C:24]=4[C:28]([O:30][CH3:31])=[O:29])=[CH:20][CH:19]=3)[CH2:5][CH2:4][CH2:3][N:2]=2)[CH:10]=1, predict the reactants needed to synthesize it. The reactants are: [Cl-:1].[NH3+:2][CH2:3][CH2:4][CH2:5][CH2:6][C:7]([C:9]1[CH:10]=[NH+:11][CH:12]=[CH:13][CH:14]=1)=O.[Cl-].[CH:16]([C:18]1[O:22][C:21]([C:23]2[CH:27]=[CH:26][S:25][C:24]=2[C:28]([O:30][CH3:31])=[O:29])=[CH:20][CH:19]=1)=O.Cl.